This data is from Reaction yield outcomes from USPTO patents with 853,638 reactions. The task is: Predict the reaction yield, written as a fraction of the theoretical maximum amount of product (1.0 means a 100% yield; for example, 0.34 means a 34% yield). The reactants are [CH3:1][C@@H:2]1[CH2:6][CH2:5][C:4](=C(C)C)[CH:3]1[C:10]([O:12][CH2:13][CH3:14])=[O:11].C(=O)=[O:16].C(O)(C)C. The catalyst is C(OCC)(=O)C. The product is [CH3:1][C@@H:2]1[CH2:6][CH2:5][C:4](=[O:16])[CH:3]1[C:10]([O:12][CH2:13][CH3:14])=[O:11]. The yield is 0.960.